From a dataset of Full USPTO retrosynthesis dataset with 1.9M reactions from patents (1976-2016). Predict the reactants needed to synthesize the given product. (1) Given the product [C:9]([O:13][C:14]([N:16]1[C@H:21]([C:22](=[O:33])[NH:23][CH2:24][C:25]2[CH:30]=[CH:29][CH:28]=[C:27]([Cl:31])[C:26]=2[F:32])[CH2:20][C@:19]2([CH3:34])[C@H:17]1[CH2:18]2)=[O:15])([CH3:12])([CH3:10])[CH3:11], predict the reactants needed to synthesize it. The reactants are: C([BH-](CC)CC)C.[Li+].[C:9]([O:13][C:14]([N:16]1[C@H:21]([C:22](=[O:33])[NH:23][CH2:24][C:25]2[CH:30]=[CH:29][CH:28]=[C:27]([Cl:31])[C:26]=2[F:32])[CH2:20][C@:19]2([CH2:34]OS(C)(=O)=O)[C@H:17]1[CH2:18]2)=[O:15])([CH3:12])([CH3:11])[CH3:10].O. (2) Given the product [OH:50][CH2:51][CH2:52][CH2:53][N:54]1[C:58]([CH3:59])=[C:57]([C:60]2[N:65]=[C:64]([C:66](=[O:69])[NH:67][CH3:68])[C:63]([NH:70][C:71]3[C:76]([C:77]([F:80])([F:78])[F:79])=[CH:75][N:74]=[C:73]([NH:81][C:82]4[CH:96]=[CH:95][C:85]([CH2:86][P:87](=[O:91])([OH:94])[O:88][CH2:89][CH3:90])=[CH:84][C:83]=4[O:97][CH3:98])[N:72]=3)=[CH:62][CH:61]=2)[CH:56]=[N:55]1, predict the reactants needed to synthesize it. The reactants are: C(N(CC)C(C1C=C(C2C=NN(CCCO)C=2)C=CC=1NC1C(C(F)(F)F)=CN=C(NC2C=CC(CP(=O)(O)OCC)=CC=2OC)N=1)=O)C.[OH:50][CH2:51][CH2:52][CH2:53][N:54]1[C:58]([CH3:59])=[C:57]([C:60]2[N:65]=[C:64]([C:66](=[O:69])[NH:67][CH3:68])[C:63]([NH:70][C:71]3[C:76]([C:77]([F:80])([F:79])[F:78])=[CH:75][N:74]=[C:73]([NH:81][C:82]4[CH:96]=[CH:95][C:85]([CH2:86][P:87](=[O:94])([O:91]CC)[O:88][CH2:89][CH3:90])=[CH:84][C:83]=4[O:97][CH3:98])[N:72]=3)=[CH:62][CH:61]=2)[CH:56]=[N:55]1. (3) Given the product [C:1]([NH2:25])(=[O:22])[CH2:2][CH2:3][CH2:4][CH2:5][CH2:6][CH2:7][CH2:8][CH2:9][CH2:10][CH:11]=[CH:12][CH2:13][CH:14]=[CH:15][CH2:16][CH2:17][CH2:18][CH2:19][CH3:20], predict the reactants needed to synthesize it. The reactants are: [C:1]([OH:22])(=O)[CH2:2][CH2:3][CH2:4][CH2:5][CH2:6][CH2:7][CH2:8][CH2:9][CH2:10][CH:11]=[CH:12][CH2:13][CH:14]=[CH:15][CH2:16][CH2:17][CH2:18][CH2:19][CH3:20].Cl.C[NH:25]OC.C1C=NC2N(O)N=NC=2C=1.CCN(CC)CC.C(Cl)CCl.